Task: Binary Classification. Given a drug SMILES string, predict its activity (active/inactive) in a high-throughput screening assay against a specified biological target.. Dataset: HIV replication inhibition screening data with 41,000+ compounds from the AIDS Antiviral Screen (1) The drug is CC1=C(C(=O)O)N2C(=O)C(NC(=O)C(c3ccc(O)cc3)N3CSC(=S)N(C(C)C)C3)C2SC1. The result is 0 (inactive). (2) The compound is COc1ccc2c[n+](C)c3c4cc(OC)c(OC)cc4ccc3c2c1.CS(=O)(O)=[OH+]. The result is 0 (inactive).